This data is from Full USPTO retrosynthesis dataset with 1.9M reactions from patents (1976-2016). The task is: Predict the reactants needed to synthesize the given product. (1) Given the product [CH2:17]([O:16][C:14](=[O:15])[CH2:13][C:12]1[NH:19][C:29](=[O:31])[CH:28]=[C:27]([N:4]2[CH2:5][CH2:6][O:7][CH:2]([CH3:1])[CH2:3]2)[N:23]=1)[CH3:18], predict the reactants needed to synthesize it. The reactants are: [CH3:1][CH:2]1[O:7][CH2:6][CH2:5][NH:4][CH2:3]1.Cl.C(O[C:12](=[NH:19])[CH2:13][C:14]([O:16][CH2:17][CH3:18])=[O:15])C.C([N:23]([CH2:27][CH3:28])C(C)C)(C)C.[CH2:29]([OH:31])C. (2) Given the product [CH2:15]([O:14][C:12](=[O:13])[C:11]([C:5]1[CH:4]=[C:3]([C:7]([OH:9])=[O:8])[N:2]([CH3:1])[CH:6]=1)=[O:17])[CH3:16], predict the reactants needed to synthesize it. The reactants are: [CH3:1][N:2]1[CH:6]=[CH:5][CH:4]=[C:3]1[C:7]([OH:9])=[O:8].Cl[C:11](=[O:17])[C:12]([O:14][CH2:15][CH3:16])=[O:13].[Cl-].[Al+3].[Cl-].[Cl-]. (3) Given the product [C:39]([N:13]([C@@H:11]1[CH2:12][N:8]([C:6]([O:5][C:1]([CH3:4])([CH3:2])[CH3:3])=[O:7])[C@H:9]([C:25]([N:27]2[CH2:31][CH2:30][S:29][CH2:28]2)=[O:26])[CH2:10]1)[CH2:14][CH2:15][NH:16][C:17]1[CH:22]=[CH:21][C:20]([C:23]#[N:24])=[CH:19][N:18]=1)(=[O:41])[CH3:40], predict the reactants needed to synthesize it. The reactants are: [C:1]([O:5][C:6]([N:8]1[CH2:12][C@@H:11]([NH:13][CH2:14][CH2:15][NH:16][C:17]2[CH:22]=[CH:21][C:20]([C:23]#[N:24])=[CH:19][N:18]=2)[CH2:10][C@H:9]1[C:25]([N:27]1[CH2:31][CH2:30][S:29][CH2:28]1)=[O:26])=[O:7])([CH3:4])([CH3:3])[CH3:2].C(N(CC)CC)C.[C:39](Cl)(=[O:41])[CH3:40].C(=O)([O-])O.[Na+]. (4) Given the product [C:24]([C:23]1[C:9]2[CH2:10][C:11]([CH2:13][CH2:14][CH2:15][CH2:16][CH3:17])([CH2:18][CH2:19][CH2:20][CH2:21][CH3:22])[O:12][C:8]=2[CH:7]=[C:6]([C:28]([CH3:29])([CH3:31])[CH3:30])[C:5]=1[OH:4])([CH3:25])([CH3:27])[CH3:26], predict the reactants needed to synthesize it. The reactants are: C([O:4][C:5]1[C:6]([C:28]([CH3:31])([CH3:30])[CH3:29])=[CH:7][C:8]2[O:12][C:11]([CH2:18][CH2:19][CH2:20][CH2:21][CH3:22])([CH2:13][CH2:14][CH2:15][CH2:16][CH3:17])[CH2:10][C:9]=2[C:23]=1[C:24]([CH3:27])([CH3:26])[CH3:25])(=O)C.CC(C)([O-])C.[K+]. (5) Given the product [N:9]1([C:13]([C:15]2[N:20]=[CH:19][C:18]([O:21][C:22]3[CH:23]=[C:24]([CH:28]=[C:29]([O:31][C@H:32]4[CH2:36][CH2:35][O:34][CH2:33]4)[CH:30]=3)[C:25]([NH:37][C:38]3[CH:43]=[N:42][C:41]([CH3:44])=[CH:40][N:39]=3)=[O:26])=[CH:17][CH:16]=2)=[O:14])[CH2:10][CH2:11][CH2:12]1, predict the reactants needed to synthesize it. The reactants are: ClC(N(C)C)=C(C)C.[N:9]1([C:13]([C:15]2[N:20]=[CH:19][C:18]([O:21][C:22]3[CH:23]=[C:24]([CH:28]=[C:29]([O:31][C@H:32]4[CH2:36][CH2:35][O:34][CH2:33]4)[CH:30]=3)[C:25](O)=[O:26])=[CH:17][CH:16]=2)=[O:14])[CH2:12][CH2:11][CH2:10]1.[NH2:37][C:38]1[CH:43]=[N:42][C:41]([CH3:44])=[CH:40][N:39]=1.N1C=CC=CC=1. (6) Given the product [CH2:44]([O:43][C:41](=[O:42])[CH2:40][CH2:39][O:34][CH2:33][C:27]1[CH:28]=[CH:29][CH:30]=[C:31]([CH3:32])[C:26]=1[C:22]1[CH:23]=[CH:24][CH:25]=[C:20]([S:17]([C:15]2[CH:16]=[C:12]([C:10]([NH:9][C:8]([O:7][C:3]([CH3:5])([CH3:6])[CH3:4])=[O:37])=[NH:11])[S:13][C:14]=2[S:35][CH3:36])(=[O:19])=[O:18])[CH:21]=1)[CH3:45], predict the reactants needed to synthesize it. The reactants are: [H-].[Na+].[C:3]([O:7][C:8](=[O:37])[NH:9][C:10]([C:12]1[S:13][C:14]([S:35][CH3:36])=[C:15]([S:17]([C:20]2[CH:21]=[C:22]([C:26]3[C:31]([CH3:32])=[CH:30][CH:29]=[CH:28][C:27]=3[CH2:33][OH:34])[CH:23]=[CH:24][CH:25]=2)(=[O:19])=[O:18])[CH:16]=1)=[NH:11])([CH3:6])([CH3:5])[CH3:4].Br[CH2:39][CH2:40][C:41]([O:43][CH2:44][CH3:45])=[O:42].